Dataset: Reaction yield outcomes from USPTO patents with 853,638 reactions. Task: Predict the reaction yield, written as a fraction of the theoretical maximum amount of product (1.0 means a 100% yield; for example, 0.34 means a 34% yield). The reactants are [CH3:1][C:2]1[CH:7]=[CH:6][N:5]=[CH:4][C:3]=1[N:8]1[CH2:12][CH2:11][NH:10][C:9]1=[O:13].Br[C:15]1[CH:22]=[CH:21][C:18]([C:19]#[N:20])=[C:17]([F:23])[CH:16]=1.N[C@@H]1CCCC[C@H]1N.P([O-])([O-])([O-])=O.[K+].[K+].[K+]. The catalyst is [Cu](I)I.O1CCOCC1. The product is [F:23][C:17]1[CH:16]=[C:15]([N:10]2[CH2:11][CH2:12][N:8]([C:3]3[CH:4]=[N:5][CH:6]=[CH:7][C:2]=3[CH3:1])[C:9]2=[O:13])[CH:22]=[CH:21][C:18]=1[C:19]#[N:20]. The yield is 0.325.